From a dataset of Forward reaction prediction with 1.9M reactions from USPTO patents (1976-2016). Predict the product of the given reaction. (1) Given the reactants [CH3:1][CH:2]1[CH:13]=[C:12]([CH3:14])[CH2:11][CH2:10][C:3]21[CH:8]([OH:9])[O:7][CH2:6][CH2:5][CH2:4]2.[CH3:15]C1C=CC(S(O)(=O)=O)=CC=1, predict the reaction product. The product is: [CH3:15][O:9][CH:8]1[C:3]2([CH2:10][CH2:11][C:12]([CH3:14])=[CH:13][CH:2]2[CH3:1])[CH2:4][CH2:5][CH2:6][O:7]1. (2) Given the reactants [NH2:1][C@@H:2]1[C:14]2[C:6](=[CH:7][C:8]3[O:12][CH2:11][O:10][C:9]=3[CH:13]=2)[C@@H:5]([C:15]2[CH:20]=[C:19]([O:21][CH3:22])[C:18]([OH:23])=[C:17]([O:24][CH3:25])[CH:16]=2)[C@H:4]2[C:26](=[O:29])[O:27][CH2:28][C@H:3]12.C([BH3-])#N.[Na+].C(O)(C(F)(F)F)=O.[F:41][C:42]([F:85])([C@H:46]1[C@H:51]([O:52][CH2:53][C:54]2[CH:59]=[CH:58][CH:57]=[CH:56][CH:55]=2)[C@@H:50]([O:60][CH2:61][C:62]2[CH:67]=[CH:66][CH:65]=[CH:64][CH:63]=2)[C@H:49]([O:68][CH2:69][C:70]2[CH:75]=[CH:74][CH:73]=[CH:72][CH:71]=2)[C@@H:48]([CH2:76][O:77][CH2:78][C:79]2[CH:84]=[CH:83][CH:82]=[CH:81][CH:80]=2)[O:47]1)[CH:43](O)O, predict the reaction product. The product is: [F:85][C:42]([F:41])([C@H:46]1[C@H:51]([O:52][CH2:53][C:54]2[CH:55]=[CH:56][CH:57]=[CH:58][CH:59]=2)[C@@H:50]([O:60][CH2:61][C:62]2[CH:67]=[CH:66][CH:65]=[CH:64][CH:63]=2)[C@H:49]([O:68][CH2:69][C:70]2[CH:71]=[CH:72][CH:73]=[CH:74][CH:75]=2)[C@@H:48]([CH2:76][O:77][CH2:78][C:79]2[CH:80]=[CH:81][CH:82]=[CH:83][CH:84]=2)[O:47]1)[CH2:43][NH:1][C@@H:2]1[C:14]2[C:6](=[CH:7][C:8]3[O:12][CH2:11][O:10][C:9]=3[CH:13]=2)[C@@H:5]([C:15]2[CH:16]=[C:17]([O:24][CH3:25])[C:18]([OH:23])=[C:19]([O:21][CH3:22])[CH:20]=2)[C@H:4]2[C:26](=[O:29])[O:27][CH2:28][C@H:3]12. (3) Given the reactants F[C:2]1[CH:3]=[C:4]([CH:7]=[C:8]([F:10])[CH:9]=1)[C:5]#[N:6].[CH3:11][O:12][C:13](=[O:26])[C:14]([CH3:25])([CH3:24])[CH2:15][C:16]1[CH:21]=[CH:20][C:19]([OH:22])=[CH:18][C:17]=1[CH3:23], predict the reaction product. The product is: [CH3:11][O:12][C:13](=[O:26])[C:14]([CH3:24])([CH3:25])[CH2:15][C:16]1[CH:21]=[CH:20][C:19]([O:22][C:2]2[CH:9]=[C:8]([F:10])[CH:7]=[C:4]([CH2:5][NH2:6])[CH:3]=2)=[CH:18][C:17]=1[CH3:23]. (4) The product is: [CH3:1][C:2]1[CH:3]=[C:4]([C@@H:12]2[CH2:17][C@H:16]([C:18]3[O:22][NH:21][C:20](=[O:23])[CH:19]=3)[CH2:15][CH2:14][NH:13]2)[CH:5]=[CH:6][C:7]=1[C:8]([F:9])([F:10])[F:11]. Given the reactants [CH3:1][C:2]1[CH:3]=[C:4]([C@@H:12]2[CH2:17][C@H:16]([C:18]3[O:22][NH:21][C:20](=[O:23])[CH:19]=3)[CH2:15][CH2:14][N:13]2C(OC)=O)[CH:5]=[CH:6][C:7]=1[C:8]([F:11])([F:10])[F:9].Br, predict the reaction product.